Dataset: Forward reaction prediction with 1.9M reactions from USPTO patents (1976-2016). Task: Predict the product of the given reaction. (1) Given the reactants [CH3:1][C:2]1[CH:7]=[CH:6][CH:5]=[C:4]([C:8]#[C:9][CH:10]=[C:11]2[CH2:16][CH2:15][NH:14][CH2:13][CH2:12]2)[N:3]=1.Br[C:18]1[O:19][C:20]([N+:23]([O-:25])=[O:24])=[CH:21][CH:22]=1.C(=O)([O-])[O-].[K+].[K+].O, predict the reaction product. The product is: [CH3:1][C:2]1[CH:7]=[CH:6][CH:5]=[C:4]([C:8]#[C:9][CH:10]=[C:11]2[CH2:12][CH2:13][N:14]([C:18]3[O:19][C:20]([N+:23]([O-:25])=[O:24])=[CH:21][CH:22]=3)[CH2:15][CH2:16]2)[N:3]=1. (2) Given the reactants [CH3:1][N:2]1[CH2:7][CH2:6]O[CH2:4][CH2:3]1.[CH2:8](OC(Cl)=O)[CH:9]([CH3:11])C.F[C:17](F)(F)[C:18](O)=O.ICC[CH2:26][CH2:27][CH2:28][CH2:29][CH3:30].[C:31](=[O:34])([O-])[O-:32].[K+].[K+].[CH3:37][N:38](C)C=O, predict the reaction product. The product is: [CH2:7]([N:2]1[CH2:1][CH2:11][C@H:9]([CH:8]([NH:38][CH3:37])[C:31]([OH:32])=[O:34])[C@@H:4]([CH:17]=[CH2:18])[CH2:3]1)[CH2:6][CH2:30][CH2:29][CH2:28][CH2:27][CH3:26]. (3) The product is: [C:43](#[N:44])[C:37]1[C:38](=[CH:41][CH:42]=[CH:35][CH:36]=1)[C:39]#[N:40]. Given the reactants OC1C=CC(C(C2C=CC(O)=CC=2)(C)C)=CC=1.BrCCCCCCBr.C([O-])([O-])=O.[K+].[K+].[N+]([C:35]1[CH:36]=[C:37]([C:43]#[N:44])[C:38](=[CH:41][CH:42]=1)[C:39]#[N:40])([O-])=O.Cl, predict the reaction product. (4) Given the reactants [C:1]([O:5][C:6]([N:8]1[CH2:13][CH:12]=[C:11]([C:14]2[CH:19]=[CH:18][C:17]([NH:20]C(OCC3C=CC=CC=3)=O)=[CH:16][CH:15]=2)[CH2:10][CH2:9]1)=[O:7])([CH3:4])([CH3:3])[CH3:2], predict the reaction product. The product is: [C:1]([O:5][C:6]([N:8]1[CH2:13][CH2:12][CH:11]([C:14]2[CH:19]=[CH:18][C:17]([NH2:20])=[CH:16][CH:15]=2)[CH2:10][CH2:9]1)=[O:7])([CH3:4])([CH3:2])[CH3:3]. (5) Given the reactants [Br:1][C:2]1[CH:7]=[CH:6][C:5]([C:8]2[O:9][C:10]([CH:16]=[O:17])=[C:11]([CH:13]([CH3:15])[CH3:14])[N:12]=2)=[CH:4][CH:3]=1.[CH3:18][Mg]Br.[NH4+].[Cl-], predict the reaction product. The product is: [Br:1][C:2]1[CH:3]=[CH:4][C:5]([C:8]2[O:9][C:10]([CH:16]([OH:17])[CH3:18])=[C:11]([CH:13]([CH3:15])[CH3:14])[N:12]=2)=[CH:6][CH:7]=1. (6) Given the reactants [CH3:1][NH:2][CH2:3][C:4]1[C:5]([CH3:20])=[N:6][C:7]([C:10]2[CH:15]=[CH:14][C:13]([C:16]([F:19])([F:18])[F:17])=[CH:12][CH:11]=2)=[CH:8][CH:9]=1.[CH2:21]([O:23][C:24]([C:26]([CH3:40])([O:28][C:29]1[CH:30]=[C:31]([CH:35]=[C:36]([O:38][CH3:39])[CH:37]=1)[C:32]([OH:34])=O)[CH3:27])=[O:25])[CH3:22].OC1C=C(C=C(OC)C=1)C=O.C(CC(Br)(C)C([O-])=O)C.Cl([O-])=O.[Na+], predict the reaction product. The product is: [CH2:21]([O:23][C:24](=[O:25])[C:26]([O:28][C:29]1[CH:30]=[C:31]([C:32](=[O:34])[N:2]([CH3:1])[CH2:3][C:4]2[C:5]([CH3:20])=[N:6][C:7]([C:10]3[CH:15]=[CH:14][C:13]([C:16]([F:19])([F:17])[F:18])=[CH:12][CH:11]=3)=[CH:8][CH:9]=2)[CH:35]=[C:36]([O:38][CH3:39])[CH:37]=1)([CH3:27])[CH3:40])[CH3:22].